Dataset: Catalyst prediction with 721,799 reactions and 888 catalyst types from USPTO. Task: Predict which catalyst facilitates the given reaction. (1) Reactant: [Cl:1][C:2]1[CH:3]=[C:4]([C:10]2[CH:11]=[C:12]3[C:17](=[CH:18][CH:19]=2)[N:16]=[CH:15][C:14]([C:20](=[O:23])[CH2:21][CH3:22])=[C:13]3[NH:24][C@H:25]2[CH2:30][CH2:29][C@H:28]([CH2:31][N:32]([CH3:34])[CH3:33])[CH2:27][CH2:26]2)[CH:5]=[C:6]([Cl:9])[C:7]=1[OH:8].[ClH:35]. Product: [ClH:1].[ClH:35].[Cl:1][C:2]1[CH:3]=[C:4]([C:10]2[CH:11]=[C:12]3[C:17](=[CH:18][CH:19]=2)[N:16]=[CH:15][C:14]([C:20](=[O:23])[CH2:21][CH3:22])=[C:13]3[NH:24][C@H:25]2[CH2:30][CH2:29][C@H:28]([CH2:31][N:32]([CH3:34])[CH3:33])[CH2:27][CH2:26]2)[CH:5]=[C:6]([Cl:9])[C:7]=1[OH:8]. The catalyst class is: 138. (2) Reactant: C[O:2][C:3](=[O:32])[C:4]1[CH:9]=[CH:8][C:7]([NH:10][C:11]2[N:12]=[CH:13][C:14]3[CH:19]=[C:18]([C:20](=[O:24])[N:21]([CH3:23])[CH3:22])[N:17]([CH:25]4[CH2:31][CH2:30][CH2:29][CH2:28][CH2:27][CH2:26]4)[C:15]=3[N:16]=2)=[N:6][CH:5]=1.[Li+].[OH-].Cl. Product: [CH:25]1([N:17]2[C:15]3[N:16]=[C:11]([NH:10][C:7]4[CH:8]=[CH:9][C:4]([C:3]([OH:32])=[O:2])=[CH:5][N:6]=4)[N:12]=[CH:13][C:14]=3[CH:19]=[C:18]2[C:20](=[O:24])[N:21]([CH3:22])[CH3:23])[CH2:26][CH2:27][CH2:28][CH2:29][CH2:30][CH2:31]1. The catalyst class is: 20. (3) Reactant: C(=O)([O-])[O-].[K+].[K+].[C:7]1([CH:14]=[CH:13][CH:12]=[C:10]([OH:11])[CH:9]=1)[OH:8].[Cl:15][C:16]1[CH:17]=[C:18]([CH:21]=[CH:22][CH:23]=1)[CH2:19]Br. Product: [Cl:15][C:16]1[CH:17]=[C:18]([CH:21]=[CH:22][CH:23]=1)[CH2:19][O:8][C:7]1[CH:9]=[C:10]([OH:11])[CH:12]=[CH:13][CH:14]=1. The catalyst class is: 10. (4) Reactant: [CH:1]([C:3]1[CH:10]=[CH:9][C:6]([CH2:7][Cl:8])=[CH:5][CH:4]=1)=[CH2:2].[CH2:11]([P:14]([CH2:18][CH2:19][CH3:20])[CH2:15][CH2:16][CH3:17])[CH2:12][CH3:13]. Product: [Cl-:8].[CH2:11]([P+:14]([CH2:18][CH2:19][CH3:20])([CH2:15][CH2:16][CH3:17])[CH2:7][C:6]1[CH:9]=[CH:10][C:3]([CH:1]=[CH2:2])=[CH:4][CH:5]=1)[CH2:12][CH3:13]. The catalyst class is: 23. (5) Reactant: [C:1](=O)([O-])[O-].[K+].[K+].[C:7]1([OH:17])[C:16]2[CH2:15][CH:14]=[CH:13][CH2:12][C:11]=2[CH:10]=[CH:9][CH:8]=1.S(OC)(OC)(=O)=O. Product: [CH3:1][O:17][C:7]1[CH:8]=[CH:9][CH:10]=[C:11]2[C:16]=1[CH2:15][CH:14]=[CH:13][CH2:12]2. The catalyst class is: 8.